Dataset: Reaction yield outcomes from USPTO patents with 853,638 reactions. Task: Predict the reaction yield, written as a fraction of the theoretical maximum amount of product (1.0 means a 100% yield; for example, 0.34 means a 34% yield). (1) The reactants are Br[CH2:2][C:3]#[C:4][CH2:5][CH3:6].[O:7]=[CH:8][C:9]1[CH:17]=[CH:16][C:14]([OH:15])=[C:11]([O:12][CH3:13])[CH:10]=1.C(=O)([O-])[O-].[K+].[K+]. The catalyst is CC(C)=O. The product is [CH3:13][O:12][C:11]1[CH:10]=[C:9]([CH:17]=[CH:16][C:14]=1[O:15][CH2:2][C:3]#[C:4][CH2:5][CH3:6])[CH:8]=[O:7]. The yield is 0.840. (2) The reactants are [CH3:1][C:2]1[N:3]=[C:4]([C:25]2[CH:30]=[CH:29][CH:28]=[CH:27][CH:26]=2)[O:5][C:6]=1[CH2:7][CH2:8][O:9][C:10]1[CH:11]=[C:12]2[C:16](=[CH:17][CH:18]=1)[C@H:15]([CH2:19][C:20]([O:22]CC)=[O:21])[CH2:14][CH2:13]2.[Li+].[OH-].O.Cl. The catalyst is CCO.C1COCC1. The product is [CH3:1][C:2]1[N:3]=[C:4]([C:25]2[CH:26]=[CH:27][CH:28]=[CH:29][CH:30]=2)[O:5][C:6]=1[CH2:7][CH2:8][O:9][C:10]1[CH:11]=[C:12]2[C:16](=[CH:17][CH:18]=1)[C@H:15]([CH2:19][C:20]([OH:22])=[O:21])[CH2:14][CH2:13]2. The yield is 0.306. (3) The reactants are [Cl:1][C:2]1[CH:3]=[C:4]([C:9]2([C:30]([F:33])([F:32])[F:31])[O:13][N:12]=[C:11]([C:14]3[S:18][C:17]([C:19]([NH:21][CH2:22][C:23]([OH:25])=O)=[O:20])=[C:16]4[CH2:26][CH2:27][CH2:28][CH2:29][C:15]=34)[CH2:10]2)[CH:5]=[C:6]([Cl:8])[CH:7]=1.CN(C(O[N:42]1N=[N:49][C:44]2C=CC=N[C:43]1=2)=[N+](C)C)C.F[P-](F)(F)(F)(F)F.CCN(CC)CC.Cl.NCC#N. The catalyst is C(Cl)Cl.O. The product is [C:43]([CH2:44][NH:49][C:23](=[O:25])[CH2:22][NH:21][C:19]([C:17]1[S:18][C:14]([C:11]2[CH2:10][C:9]([C:4]3[CH:3]=[C:2]([Cl:1])[CH:7]=[C:6]([Cl:8])[CH:5]=3)([C:30]([F:33])([F:32])[F:31])[O:13][N:12]=2)=[C:15]2[CH2:29][CH2:28][CH2:27][CH2:26][C:16]=12)=[O:20])#[N:42]. The yield is 0.447. (4) The reactants are [Cl:1][C:2]1[C:3]([S:8][CH2:9][C:10]([OH:12])=O)=[N:4][CH:5]=[CH:6][CH:7]=1.[CH3:13][C:14]1[CH:15]=[CH:16][CH:17]=[C:18]2[C:23]=1[NH:22][CH2:21][CH2:20][CH2:19]2.CCN=C=NCCCN(C)C. The catalyst is C1COCC1.CN(C1C=CN=CC=1)C.C(Cl)Cl. The product is [Cl:1][C:2]1[C:3]([S:8][CH2:9][C:10]([N:22]2[C:23]3[C:18](=[CH:17][CH:16]=[CH:15][C:14]=3[CH3:13])[CH2:19][CH2:20][CH2:21]2)=[O:12])=[N:4][CH:5]=[CH:6][CH:7]=1. The yield is 0.330. (5) The reactants are Br[C:2]1[CH:3]=[C:4]2[C:9](=[C:10]([O:12][CH3:13])[CH:11]=1)[O:8][CH:7]([C:14]([F:17])([F:16])[F:15])[C:6]([C:18]([O:20][CH2:21][CH3:22])=[O:19])=[CH:5]2.C([O-])(=O)C.[K+].[B:28]1([B:28]2[O:32][C:31]([CH3:34])([CH3:33])[C:30]([CH3:36])([CH3:35])[O:29]2)[O:32][C:31]([CH3:34])([CH3:33])[C:30]([CH3:36])([CH3:35])[O:29]1.O. The catalyst is O1CCOCC1.[Pd].C1(P(C2CCCCC2)C2CCCCC2)CCCCC1. The product is [CH3:13][O:12][C:10]1[CH:11]=[C:2]([B:28]2[O:32][C:31]([CH3:34])([CH3:33])[C:30]([CH3:36])([CH3:35])[O:29]2)[CH:3]=[C:4]2[C:9]=1[O:8][CH:7]([C:14]([F:17])([F:16])[F:15])[C:6]([C:18]([O:20][CH2:21][CH3:22])=[O:19])=[CH:5]2. The yield is 0.950.